From a dataset of Reaction yield outcomes from USPTO patents with 853,638 reactions. Predict the reaction yield, written as a fraction of the theoretical maximum amount of product (1.0 means a 100% yield; for example, 0.34 means a 34% yield). (1) The reactants are [H-].[Na+].[O:3]=[C:4]([CH2:11][CH2:12][CH3:13])[CH2:5][C:6]([O:8][CH2:9][CH3:10])=[O:7].Br[CH2:15][C:16]1[CH:21]=[CH:20][C:19]([C:22]2[C:23]([C:28]#[N:29])=[CH:24][CH:25]=[CH:26][CH:27]=2)=[C:18]([CH3:30])[CH:17]=1.Cl. The catalyst is O1CCCC1. The product is [C:28]([C:23]1[CH:24]=[CH:25][CH:26]=[CH:27][C:22]=1[C:19]1[CH:20]=[CH:21][C:16]([CH2:15][CH:5]([C:4](=[O:3])[CH2:11][CH2:12][CH3:13])[C:6]([O:8][CH2:9][CH3:10])=[O:7])=[CH:17][C:18]=1[CH3:30])#[N:29]. The yield is 0.700. (2) The reactants are [CH3:1][C:2]([O:5][C:6](=[O:18])[NH:7][CH2:8][CH2:9][CH2:10][C:11](=[N:16]O)[CH2:12][CH:13]([CH3:15])[CH3:14])([CH3:4])[CH3:3]. The catalyst is C(O)C.[Rh]. The product is [CH3:3][C:2]([O:5][C:6](=[O:18])[NH:7][CH2:8][CH2:9][CH2:10][CH:11]([NH2:16])[CH2:12][CH:13]([CH3:14])[CH3:15])([CH3:1])[CH3:4]. The yield is 1.00.